This data is from Catalyst prediction with 721,799 reactions and 888 catalyst types from USPTO. The task is: Predict which catalyst facilitates the given reaction. (1) Reactant: [CH:1]([OH:4])([CH3:3])[CH3:2].[H-].[Na+].[CH2:7]([N:14]1[CH2:20][C:19]2[N:21]=[CH:22][C:23](Cl)=[N:24][C:18]=2[O:17][CH2:16][CH2:15]1)[C:8]1[CH:13]=[CH:12][CH:11]=[CH:10][CH:9]=1.C1C=CC(P(C2C(C3C(P(C4C=CC=CC=4)C4C=CC=CC=4)=CC=C4C=3C=CC=C4)=C3C(C=CC=C3)=CC=2)C2C=CC=CC=2)=CC=1. Product: [CH2:7]([N:14]1[CH2:20][C:19]2[N:21]=[CH:22][C:23]([O:4][CH:1]([CH3:3])[CH3:2])=[N:24][C:18]=2[O:17][CH2:16][CH2:15]1)[C:8]1[CH:9]=[CH:10][CH:11]=[CH:12][CH:13]=1. The catalyst class is: 491. (2) Reactant: [CH2:1]([C:5]1[C:9](/[CH:10]=[CH:11]/[C:12]2[S:13][C:14]([C:18](O)=[O:19])=[C:15]([CH3:17])[N:16]=2)=[C:8]([CH3:21])[O:7][N:6]=1)[CH2:2][CH2:3][CH3:4].C(N1C=CN=C1)([N:24]1C=CN=C1)=O.[OH-].[NH4+]. Product: [CH2:1]([C:5]1[C:9](/[CH:10]=[CH:11]/[C:12]2[S:13][C:14]([C:18]([NH2:24])=[O:19])=[C:15]([CH3:17])[N:16]=2)=[C:8]([CH3:21])[O:7][N:6]=1)[CH2:2][CH2:3][CH3:4]. The catalyst class is: 3. (3) The catalyst class is: 2. Reactant: [NH2:1][C@H:2]1[CH2:7][CH2:6][C@H:5]([NH:8][C:9]2[CH:10]=[C:11]([NH:27][CH:28]3[CH2:31][N:30](C(OC(C)(C)C)=O)[CH2:29]3)[C:12]3[N:13]([C:15]([C:18](=[O:26])[NH:19][C:20]4[CH:25]=[CH:24][N:23]=[CH:22][CH:21]=4)=[CH:16][N:17]=3)[N:14]=2)[CH2:4][CH2:3]1.C(O)(C(F)(F)F)=O. Product: [NH2:1][C@H:2]1[CH2:7][CH2:6][C@H:5]([NH:8][C:9]2[CH:10]=[C:11]([NH:27][CH:28]3[CH2:31][NH:30][CH2:29]3)[C:12]3[N:13]([C:15]([C:18]([NH:19][C:20]4[CH:25]=[CH:24][N:23]=[CH:22][CH:21]=4)=[O:26])=[CH:16][N:17]=3)[N:14]=2)[CH2:4][CH2:3]1. (4) Reactant: [CH3:1][O:2][CH2:3][C:4]([CH3:9])([CH3:8])[C:5]([OH:7])=O.[CH3:10][O:11][NH:12][CH3:13].Cl.C([O-])([O-])=O.[K+].[K+]. Product: [CH3:1][O:2][CH2:3][C:4]([CH3:9])([CH3:8])[C:5]([N:12]([O:11][CH3:10])[CH3:13])=[O:7]. The catalyst class is: 309. (5) Reactant: F[C:2](F)(F)[C:3]([OH:5])=O.[Cl:8][C:9]1[S:16][C:15]2[CH:14]=[C:13]([C:17](=[O:30])[NH:18][CH:19]3[CH2:27][C:26]4[C:21](=[CH:22][CH:23]=[CH:24][CH:25]=4)[CH:20]3[NH:28][CH3:29])[NH:12][C:11]=2[C:10]=1[Cl:31].C(N(CC)CC)C.C(Cl)(=O)C. Product: [Cl:8][C:9]1[S:16][C:15]2[CH:14]=[C:13]([C:17](=[O:30])[NH:18][CH:19]3[CH2:27][C:26]4[C:21](=[CH:22][CH:23]=[CH:24][CH:25]=4)[CH:20]3[N:28]([CH3:29])[C:3](=[O:5])[CH3:2])[NH:12][C:11]=2[C:10]=1[Cl:31]. The catalyst class is: 96. (6) Reactant: [CH:1]1([CH2:6][CH:7]([C:14]2[CH:19]=[CH:18][C:17]([S:20][CH3:21])=[CH:16][N:15]=2)[C:8](N(OC)C)=[O:9])[CH2:5][CH2:4][CH2:3][CH2:2]1.[CH:22]([Mg]Br)=[CH2:23].Cl. Product: [CH:1]1([CH2:6][CH:7]([C:14]2[CH:19]=[CH:18][C:17]([S:20][CH3:21])=[CH:16][N:15]=2)[C:8](=[O:9])[CH:22]=[CH2:23])[CH2:5][CH2:4][CH2:3][CH2:2]1. The catalyst class is: 7. (7) Reactant: I([O-])(=O)(=O)=O.[Na+].[OH:7][CH:8]([C:11]1[CH:16]=[CH:15][N:14]2[C:17]([C:20]3[CH:29]=[CH:28][C:27]4[C:22](=[C:23]([N:30]5[CH2:35][CH2:34][CH:33]([CH2:36][NH:37][C:38](=[O:44])[O:39][C:40]([CH3:43])([CH3:42])[CH3:41])[CH2:32][CH2:31]5)[CH:24]=[CH:25][CH:26]=4)[N:21]=3)=[N:18][N:19]=[C:13]2[CH:12]=1)CO. Product: [CH:8]([C:11]1[CH:16]=[CH:15][N:14]2[C:17]([C:20]3[CH:29]=[CH:28][C:27]4[C:22](=[C:23]([N:30]5[CH2:31][CH2:32][CH:33]([CH2:36][NH:37][C:38](=[O:44])[O:39][C:40]([CH3:42])([CH3:41])[CH3:43])[CH2:34][CH2:35]5)[CH:24]=[CH:25][CH:26]=4)[N:21]=3)=[N:18][N:19]=[C:13]2[CH:12]=1)=[O:7]. The catalyst class is: 2. (8) Reactant: C[O:2][C:3](=O)[C:4]1[CH:9]=[CH:8][C:7]([O:10][C:11]2[CH:16]=[CH:15][C:14]([C:17]([F:20])([F:19])[F:18])=[CH:13][N:12]=2)=[C:6](C#N)[CH:5]=1.[H-].[H-].[H-].[H-].[Li+].[Al+3]. Product: [F:19][C:17]([F:18])([F:20])[C:14]1[CH:15]=[CH:16][C:11]([O:10][C:7]2[CH:8]=[CH:9][C:4]([CH2:3][OH:2])=[CH:5][CH:6]=2)=[N:12][CH:13]=1. The catalyst class is: 20. (9) Reactant: [NH2:1][C:2]1[C:3]([C:11]([O:13]C)=[O:12])=[N:4][CH:5]=[N:6][C:7]=1[CH:8]([CH3:10])[CH3:9].O.[OH-].[Li+]. Product: [NH2:1][C:2]1[C:3]([C:11]([OH:13])=[O:12])=[N:4][CH:5]=[N:6][C:7]=1[CH:8]([CH3:10])[CH3:9]. The catalyst class is: 20.